This data is from Forward reaction prediction with 1.9M reactions from USPTO patents (1976-2016). The task is: Predict the product of the given reaction. (1) Given the reactants [CH3:1][O:2][C:3]1[CH:4]=[C:5]2[C:8](=[CH:9][C:10]=1[O:11][CH3:12])[C@@H:7]([CH2:13][NH:14][CH3:15])[CH2:6]2.Br[CH2:17][C:18]#[N:19].C(=O)([O-])[O-].[Na+].[Na+], predict the reaction product. The product is: [CH3:1][O:2][C:3]1[CH:4]=[C:5]2[C:8](=[CH:9][C:10]=1[O:11][CH3:12])[C@@H:7]([CH2:13][N:14]([CH2:17][C:18]#[N:19])[CH3:15])[CH2:6]2. (2) Given the reactants [Br:1][C:2]1[CH:3]=[CH:4][C:5]([C:8]([CH3:13])([CH3:12])[C:9]([OH:11])=O)=[N:6][CH:7]=1.[CH2:14]([NH2:18])[CH:15]([CH3:17])[CH3:16], predict the reaction product. The product is: [Br:1][C:2]1[CH:3]=[CH:4][C:5]([C:8]([CH3:13])([CH3:12])[C:9]([NH:18][CH2:14][CH:15]([CH3:17])[CH3:16])=[O:11])=[N:6][CH:7]=1. (3) Given the reactants [CH3:1][O:2][C:3]1[CH:8]=[CH:7][C:6]([C:9]([NH:21][CH2:22][CH2:23][CH2:24][CH2:25][CH2:26][C:27]([N:29]2[C:40]3[C:32](=[C:33]4[C:37](=[CH:38][CH:39]=3)[NH:36][CH:35]([C:41]([N:43]3[C:54]5[C:46](=[C:47]6[C:51](=[CH:52][CH:53]=5)[NH:50][CH:49]([C:55]([N:57]5[C:68]7[C:60](=[C:61]8[C:65](=[CH:66][CH:67]=7)[NH:64][CH:63]([C:69]([O:71]C)=[O:70])[CH2:62]8)[CH:59]=[CH:58]5)=[O:56])[CH2:48]6)[CH:45]=[CH:44]3)=[O:42])[CH2:34]4)[CH:31]=[CH:30]2)=[O:28])([C:15]2[CH:20]=[CH:19][CH:18]=[CH:17][CH:16]=2)/[C:10](/[CH3:14])=[CH:11]/[CH:12]=[CH2:13])=[CH:5][CH:4]=1.CO.[Li+].[OH-].C(O)(=O)CC(CC(O)=O)(C(O)=O)O, predict the reaction product. The product is: [CH3:1][O:2][C:3]1[CH:8]=[CH:7][C:6]([C:9]([NH:21][CH2:22][CH2:23][CH2:24][CH2:25][CH2:26][C:27]([N:29]2[C:40]3[C:32](=[C:33]4[C:37](=[CH:38][CH:39]=3)[NH:36][CH:35]([C:41]([N:43]3[C:54]5[C:46](=[C:47]6[C:51](=[CH:52][CH:53]=5)[NH:50][CH:49]([C:55]([N:57]5[C:68]7[C:60](=[C:61]8[C:65](=[CH:66][CH:67]=7)[NH:64][CH:63]([C:69]([OH:71])=[O:70])[CH2:62]8)[CH:59]=[CH:58]5)=[O:56])[CH2:48]6)[CH:45]=[CH:44]3)=[O:42])[CH2:34]4)[CH:31]=[CH:30]2)=[O:28])([C:15]2[CH:20]=[CH:19][CH:18]=[CH:17][CH:16]=2)/[C:10](/[CH3:14])=[CH:11]/[CH:12]=[CH2:13])=[CH:5][CH:4]=1. (4) Given the reactants C(OC([N:8]1[CH2:13][CH2:12][CH:11]([NH:14][C:15]2[N:32]=[C:18]3[C:19]([C:23]4[CH:28]=[CH:27][C:26]([F:29])=[C:25]([F:30])[C:24]=4[F:31])=[CH:20][CH:21]=[CH:22][N:17]3[N:16]=2)[C:10]([F:34])([F:33])[CH2:9]1)=O)(C)(C)C.C(O)(C(F)(F)F)=O, predict the reaction product. The product is: [F:34][C:10]1([F:33])[CH:11]([NH:14][C:15]2[N:32]=[C:18]3[C:19]([C:23]4[CH:28]=[CH:27][C:26]([F:29])=[C:25]([F:30])[C:24]=4[F:31])=[CH:20][CH:21]=[CH:22][N:17]3[N:16]=2)[CH2:12][CH2:13][NH:8][CH2:9]1. (5) Given the reactants [O:1]1[C:5]2([CH2:10][CH2:9][CH2:8][CH2:7][CH2:6]2)[CH2:4][C:3]([C:11](O)=O)=[N:2]1.[Br:14][C:15]1[CH:16]=[C:17]([NH2:22])[C:18]([NH2:21])=[CH:19][CH:20]=1, predict the reaction product. The product is: [Br:14][C:15]1[CH:20]=[CH:19][C:18]2[NH:21][C:11]([C:3]3[CH2:4][C:5]4([CH2:10][CH2:9][CH2:8][CH2:7][CH2:6]4)[O:1][N:2]=3)=[N:22][C:17]=2[CH:16]=1. (6) Given the reactants [CH3:1][CH:2]([C:4]1[S:27][C:7]2[N:8]=[CH:9][N:10]=[C:11]([O:12][CH:13]3[CH2:18][CH2:17][CH:16]([NH:19]C(=O)OC(C)(C)C)[CH2:15][CH2:14]3)[C:6]=2[CH:5]=1)[CH3:3], predict the reaction product. The product is: [CH3:3][CH:2]([C:4]1[S:27][C:7]2[N:8]=[CH:9][N:10]=[C:11]([O:12][CH:13]3[CH2:18][CH2:17][CH:16]([NH2:19])[CH2:15][CH2:14]3)[C:6]=2[CH:5]=1)[CH3:1]. (7) Given the reactants Cl[C:2]1[C:7]([C:8]#[N:9])=[CH:6][CH:5]=[CH:4][N:3]=1.[F:10][C:11]([F:23])([F:22])[O:12][C:13]1[CH:18]=[CH:17][C:16](B(O)O)=[CH:15][CH:14]=1, predict the reaction product. The product is: [F:10][C:11]([F:22])([F:23])[O:12][C:13]1[CH:18]=[CH:17][C:16]([C:2]2[N:3]=[CH:4][CH:5]=[CH:6][C:7]=2[C:8]#[N:9])=[CH:15][CH:14]=1.